The task is: Predict the reactants needed to synthesize the given product.. This data is from Full USPTO retrosynthesis dataset with 1.9M reactions from patents (1976-2016). Given the product [OH:2][CH2:3][CH:5]1[CH2:6][N:7]([C@H:11]([C:13]2[CH:18]=[CH:17][CH:16]=[CH:15][CH:14]=2)[CH3:12])[C:8](=[O:10])[CH2:9]1, predict the reactants needed to synthesize it. The reactants are: C[O:2][C:3]([CH:5]1[CH2:9][C:8](=[O:10])[N:7]([CH:11]([C:13]2[CH:18]=[CH:17][CH:16]=[CH:15][CH:14]=2)[CH3:12])[CH2:6]1)=O.[Cl-].[Li+].[BH4-].[Na+].[Cl-].[NH4+].